This data is from Full USPTO retrosynthesis dataset with 1.9M reactions from patents (1976-2016). The task is: Predict the reactants needed to synthesize the given product. (1) Given the product [CH3:12][Si:13]([CH3:23])([CH2:21][CH2:22][N:6]1[CH2:11][CH2:10][CH2:9][CH2:8][CH2:7]1)[C:14]1[CH:20]=[CH:19][C:17]([NH2:18])=[CH:16][CH:15]=1, predict the reactants needed to synthesize it. The reactants are: C([Li])CCC.[NH:6]1[CH2:11][CH2:10][CH2:9][CH2:8][CH2:7]1.[CH3:12][Si:13]([CH3:23])([CH:21]=[CH2:22])[C:14]1[CH:20]=[CH:19][C:17]([NH2:18])=[CH:16][CH:15]=1.O. (2) Given the product [Cl:1][C:2]1[CH:3]=[C:4]([C@H:8]([OH:11])[CH2:9][O:10][S:19]([C:22]2[CH:28]=[CH:27][C:25]([CH3:26])=[CH:24][CH:23]=2)(=[O:21])=[O:20])[CH:5]=[CH:6][CH:7]=1, predict the reactants needed to synthesize it. The reactants are: [Cl:1][C:2]1[CH:3]=[C:4]([C@H:8]([OH:11])[CH2:9][OH:10])[CH:5]=[CH:6][CH:7]=1.C(N(CC)CC)C.[S:19](Cl)([C:22]1[CH:28]=[CH:27][C:25]([CH3:26])=[CH:24][CH:23]=1)(=[O:21])=[O:20]. (3) Given the product [CH3:8][C:3]1[C:2]([B:12]2[O:13][C:14]([CH3:16])([CH3:15])[C:10]([CH3:26])([CH3:9])[O:11]2)=[CH:7][N:6]=[CH:5][N:4]=1, predict the reactants needed to synthesize it. The reactants are: Br[C:2]1[C:3]([CH3:8])=[N:4][CH:5]=[N:6][CH:7]=1.[CH3:9][C:10]1([CH3:26])[C:14]([CH3:16])([CH3:15])[O:13][B:12]([B:12]2[O:13][C:14]([CH3:16])([CH3:15])[C:10]([CH3:26])([CH3:9])[O:11]2)[O:11]1.CC([O-])=O.[K+]. (4) Given the product [Br:3][C:4]1[CH:5]=[C:6]2[C:10](=[CH:11][CH:12]=1)[N:9]([CH3:13])[CH:8]=[CH:7]2, predict the reactants needed to synthesize it. The reactants are: [H-].[Na+].[Br:3][C:4]1[CH:5]=[C:6]2[C:10](=[CH:11][CH:12]=1)[NH:9][CH:8]=[CH:7]2.[CH3:13]I. (5) Given the product [CH3:29][NH:30][CH2:1][C:3]1[CH:4]=[C:5]([C:21]2[CH:26]=[CH:25][CH:24]=[CH:23][CH:22]=2)[N:6]([S:8]([C:11]2[CH:12]=[C:13]([CH:18]=[CH:19][CH:20]=2)[C:14]([O:16][CH3:17])=[O:15])(=[O:10])=[O:9])[CH:7]=1, predict the reactants needed to synthesize it. The reactants are: [CH:1]([C:3]1[CH:4]=[C:5]([C:21]2[CH:26]=[CH:25][CH:24]=[CH:23][CH:22]=2)[N:6]([S:8]([C:11]2[CH:12]=[C:13]([CH:18]=[CH:19][CH:20]=2)[C:14]([O:16][CH3:17])=[O:15])(=[O:10])=[O:9])[CH:7]=1)=O.CO.[CH3:29][NH2:30].[BH4-].[Na+]. (6) Given the product [N:1]1([CH:7]2[CH2:12][CH2:11][N:10]([C:13]([C:15]3[CH:16]=[C:17]4[C:21](=[CH:22][CH:23]=3)[N:20]([CH2:39][CH:36]3[CH2:38][CH2:37]3)[C:19]([C:24]([N:26]3[CH2:31][CH2:30][C:29]([F:33])([F:32])[CH2:28][CH2:27]3)=[O:25])=[CH:18]4)=[O:14])[CH2:9][CH2:8]2)[CH2:2][CH2:3][CH2:4][CH2:5][CH2:6]1, predict the reactants needed to synthesize it. The reactants are: [N:1]1([CH:7]2[CH2:12][CH2:11][N:10]([C:13]([C:15]3[CH:16]=[C:17]4[C:21](=[CH:22][CH:23]=3)[NH:20][C:19]([C:24]([N:26]3[CH2:31][CH2:30][C:29]([F:33])([F:32])[CH2:28][CH2:27]3)=[O:25])=[CH:18]4)=[O:14])[CH2:9][CH2:8]2)[CH2:6][CH2:5][CH2:4][CH2:3][CH2:2]1.[H-].[Na+].[CH:36]1([CH2:39]Br)[CH2:38][CH2:37]1. (7) Given the product [F:17][C:16]([F:18])([F:19])[O:15][C:12]1[CH:11]=[CH:10][C:9]([O:8][CH2:7][C:6]([OH:20])=[O:5])=[CH:14][CH:13]=1, predict the reactants needed to synthesize it. The reactants are: C([O:5][C:6](=[O:20])[CH2:7][O:8][C:9]1[CH:14]=[CH:13][C:12]([O:15][C:16]([F:19])([F:18])[F:17])=[CH:11][CH:10]=1)(C)(C)C. (8) Given the product [C:45]([OH:52])(=[O:51])/[CH:46]=[CH:47]\[C:48]([OH:50])=[O:49].[C:45]([OH:52])(=[O:51])/[CH:46]=[CH:47]\[C:48]([OH:50])=[O:49].[C:45]([OH:52])(=[O:51])/[CH:46]=[CH:47]\[C:48]([OH:50])=[O:49].[NH2:1][C:2]1[N:7]=[CH:6][N:5]=[C:4]2[N:8]([C@H:32]3[CH2:37][CH2:36][C@H:35]([N:38]4[CH2:39][CH2:40][N:41]([CH3:44])[CH2:42][CH2:43]4)[CH2:34][CH2:33]3)[N:9]=[C:10]([C:11]3[CH:16]=[CH:15][C:14]([NH:17][C:18](=[O:29])[C:19]([CH3:27])([CH3:28])[CH2:20][C:21]4[CH:22]=[CH:23][CH:24]=[CH:25][CH:26]=4)=[C:13]([O:30][CH3:31])[CH:12]=3)[C:3]=12, predict the reactants needed to synthesize it. The reactants are: [NH2:1][C:2]1[N:7]=[CH:6][N:5]=[C:4]2[N:8]([C@H:32]3[CH2:37][CH2:36][C@H:35]([N:38]4[CH2:43][CH2:42][N:41]([CH3:44])[CH2:40][CH2:39]4)[CH2:34][CH2:33]3)[N:9]=[C:10]([C:11]3[CH:16]=[CH:15][C:14]([NH:17][C:18](=[O:29])[C:19]([CH3:28])([CH3:27])[CH2:20][C:21]4[CH:26]=[CH:25][CH:24]=[CH:23][CH:22]=4)=[C:13]([O:30][CH3:31])[CH:12]=3)[C:3]=12.[C:45]([OH:52])(=[O:51])/[CH:46]=[CH:47]\[C:48]([OH:50])=[O:49]. (9) The reactants are: [NH2:1][C:2]1[CH:3]=[N:4][CH:5]=[C:6]([Br:8])[CH:7]=1.N1C=CC=CC=1.[C:15](OC(=O)C)(=[O:17])[CH3:16]. Given the product [Br:8][C:6]1[CH:7]=[C:2]([NH:1][C:15](=[O:17])[CH3:16])[CH:3]=[N:4][CH:5]=1, predict the reactants needed to synthesize it.